Dataset: HIV replication inhibition screening data with 41,000+ compounds from the AIDS Antiviral Screen. Task: Binary Classification. Given a drug SMILES string, predict its activity (active/inactive) in a high-throughput screening assay against a specified biological target. (1) The molecule is CCOC(=N)CNC(=O)c1ccccc1. The result is 0 (inactive). (2) The drug is CCOC(=O)C1OC12CCC(C(C)(C)C)CC2. The result is 0 (inactive). (3) The molecule is Cc1cc(=O)n(-c2c(C)cccc2Cl)c(C=C(O)c2ccncc2)n1. The result is 0 (inactive). (4) The molecule is CC(=O)C(CN1CCCCC1)C(c1ccccc1)c1c(O)c2ccccc2oc1=O.Cl. The result is 0 (inactive). (5) The compound is Nc1nc(O)c2ncn(CC3OC(CO)C(CO)O3)c2n1. The result is 0 (inactive).